Dataset: Buchwald-Hartwig C-N cross coupling reaction yields with 55,370 reactions. Task: Predict the reaction yield, written as a fraction of the theoretical maximum amount of product (1.0 means a 100% yield; for example, 0.34 means a 34% yield). (1) The reactants are COc1ccc(Cl)cc1.Cc1ccc(N)cc1.O=S(=O)(O[Pd]1c2ccccc2-c2ccccc2N~1)C(F)(F)F.CC(C)c1cc(C(C)C)c(-c2ccccc2P(C(C)(C)C)C(C)(C)C)c(C(C)C)c1.CCN=P(N=P(N(C)C)(N(C)C)N(C)C)(N(C)C)N(C)C.COC(=O)c1cc(-c2cccs2)on1. No catalyst specified. The product is COc1ccc(Nc2ccc(C)cc2)cc1. The yield is 0.00391. (2) The reactants are Brc1cccnc1.Cc1ccc(N)cc1.O=S(=O)(O[Pd]1c2ccccc2-c2ccccc2N~1)C(F)(F)F.CC(C)c1cc(C(C)C)c(-c2ccccc2P(C(C)(C)C)C(C)(C)C)c(C(C)C)c1.CCN=P(N=P(N(C)C)(N(C)C)N(C)C)(N(C)C)N(C)C.CCOC(=O)c1cc(OC)no1. No catalyst specified. The product is Cc1ccc(Nc2cccnc2)cc1. The yield is 0.729. (3) The reactants are FC(F)(F)c1ccc(I)cc1.Cc1ccc(N)cc1.O=S(=O)(O[Pd]1c2ccccc2-c2ccccc2N~1)C(F)(F)F.COc1ccc(OC)c(P(C(C)(C)C)C(C)(C)C)c1-c1c(C(C)C)cc(C(C)C)cc1C(C)C.CN(C)C(=NC(C)(C)C)N(C)C.CCOC(=O)c1cc(C)no1. No catalyst specified. The product is Cc1ccc(Nc2ccc(C(F)(F)F)cc2)cc1. The yield is 0.459. (4) The reactants are Clc1cccnc1.Cc1ccc(N)cc1.O=S(=O)(O[Pd]1c2ccccc2-c2ccccc2N~1)C(F)(F)F.COc1ccc(OC)c(P(C(C)(C)C)C(C)(C)C)c1-c1c(C(C)C)cc(C(C)C)cc1C(C)C.CCN=P(N=P(N(C)C)(N(C)C)N(C)C)(N(C)C)N(C)C.CCOC(=O)c1cc(C)no1. No catalyst specified. The product is Cc1ccc(Nc2cccnc2)cc1. The yield is 0.0253.